The task is: Predict the reaction yield, written as a fraction of the theoretical maximum amount of product (1.0 means a 100% yield; for example, 0.34 means a 34% yield).. This data is from Reaction yield outcomes from USPTO patents with 853,638 reactions. (1) The reactants are [CH2:1]([O:3][C:4](=[O:32])[CH2:5][NH:6][CH2:7][C:8]1[CH:13]=[CH:12][CH:11]=[C:10]([O:14][CH2:15][C:16]2[N:17]=[C:18]([C:22]3[CH:27]=[CH:26][C:25]([C:28]([F:31])([F:30])[F:29])=[CH:24][CH:23]=3)[O:19][C:20]=2[CH3:21])[CH:9]=1)[CH3:2].[CH:33]([N:36]([CH3:41])[S:37](Cl)(=[O:39])=[O:38])([CH3:35])[CH3:34].C(N(CC)CC)C. No catalyst specified. The product is [CH2:1]([O:3][C:4](=[O:32])[CH2:5][N:6]([S:37]([N:36]([CH:33]([CH3:35])[CH3:34])[CH3:41])(=[O:39])=[O:38])[CH2:7][C:8]1[CH:13]=[CH:12][CH:11]=[C:10]([O:14][CH2:15][C:16]2[N:17]=[C:18]([C:22]3[CH:23]=[CH:24][C:25]([C:28]([F:31])([F:30])[F:29])=[CH:26][CH:27]=3)[O:19][C:20]=2[CH3:21])[CH:9]=1)[CH3:2]. The yield is 0.790. (2) The reactants are [N+:1]([C:4]1[CH:12]=[CH:11][CH:10]=[C:6]([C:7]([OH:9])=O)[C:5]=1[C:13]([OH:15])=[O:14])([O-:3])=[O:2].COC(C)(C)C. The catalyst is C(OC(=O)C)(=O)C. The product is [N+:1]([C:4]1[C:5]2[C:13](=[O:14])[O:15][C:7](=[O:9])[C:6]=2[CH:10]=[CH:11][CH:12]=1)([O-:3])=[O:2]. The yield is 0.888.